From a dataset of Forward reaction prediction with 1.9M reactions from USPTO patents (1976-2016). Predict the product of the given reaction. (1) Given the reactants [CH3:1][O:2][C:3]1[CH:4]=[C:5]2[C:10](=[CH:11][C:12]=1[O:13][CH3:14])[N:9]=[CH:8][N:7]=[C:6]2[O:15][C:16]1[CH:22]=[CH:21][C:19]([NH2:20])=[CH:18][CH:17]=1.C(N(CC)CC)C.Cl[C:31](Cl)([O:33]C(=O)OC(Cl)(Cl)Cl)Cl.[O:42]1[CH2:47][CH2:46][N:45]([CH2:48][CH2:49][NH2:50])[CH2:44][CH2:43]1, predict the reaction product. The product is: [CH3:1][O:2][C:3]1[CH:4]=[C:5]2[C:10](=[CH:11][C:12]=1[O:13][CH3:14])[N:9]=[CH:8][N:7]=[C:6]2[O:15][C:16]1[CH:22]=[CH:21][C:19]([NH:20][C:31]([NH:50][CH2:49][CH2:48][N:45]2[CH2:46][CH2:47][O:42][CH2:43][CH2:44]2)=[O:33])=[CH:18][CH:17]=1. (2) Given the reactants [NH2:1][C:2]1[C:11]2[C:6](=[CH:7][CH:8]=[CH:9][C:10]=2[F:12])[NH:5][C:4](=[O:13])[C:3]=1[C:14]1[NH:18][C:17]2[CH:19]=[C:20]([N:23]3[CH2:28][CH2:27][NH:26][CH2:25][CH2:24]3)[CH:21]=[CH:22][C:16]=2[N:15]=1.[F:29][C:30]([F:37])([F:36])[C:31](OCC)=[O:32], predict the reaction product. The product is: [NH2:1][C:2]1[C:11]2[C:6](=[CH:7][CH:8]=[CH:9][C:10]=2[F:12])[NH:5][C:4](=[O:13])[C:3]=1[C:14]1[NH:18][C:17]2[CH:19]=[C:20]([N:23]3[CH2:28][CH2:27][N:26]([C:31](=[O:32])[C:30]([F:37])([F:36])[F:29])[CH2:25][CH2:24]3)[CH:21]=[CH:22][C:16]=2[N:15]=1. (3) Given the reactants [Br:1][C:2]1[N:7]=[C:6]([O:8][CH3:9])[C:5](I)=[CH:4][CH:3]=1.[CH:11]1(B(O)O)[CH2:13][CH2:12]1.C(=O)([O-])[O-].[K+].[K+].C(OCC)(=O)C, predict the reaction product. The product is: [Br:1][C:2]1[N:7]=[C:6]([O:8][CH3:9])[C:5]([CH:11]2[CH2:13][CH2:12]2)=[CH:4][CH:3]=1. (4) The product is: [CH3:1][C:2]1[CH:7]=[CH:6][C:5]([N:8]2[CH2:9][CH2:10][O:11][CH2:12][CH2:13]2)=[C:4]([CH2:14][N:15]2[CH2:20][CH2:19][N:18]([C:21]([O:22][N:23]3[C:27](=[O:28])[CH2:26][CH2:25][C:24]3=[O:29])=[O:30])[CH2:17][CH2:16]2)[CH:3]=1. Given the reactants [CH3:1][C:2]1[CH:7]=[CH:6][C:5]([N:8]2[CH2:13][CH2:12][O:11][CH2:10][CH2:9]2)=[C:4]([CH2:14][N:15]2[CH2:20][CH2:19][NH:18][CH2:17][CH2:16]2)[CH:3]=1.[C:21](=O)([O:30]N1C(=O)CCC1=O)[O:22][N:23]1[C:27](=[O:28])[CH2:26][CH2:25][C:24]1=[O:29].C(N(CC)CC)C, predict the reaction product.